Dataset: Retrosynthesis with 50K atom-mapped reactions and 10 reaction types from USPTO. Task: Predict the reactants needed to synthesize the given product. (1) The reactants are: CN(C)C=O.Clc1ccnc2ccsc12. Given the product O=Cc1cc2nccc(Cl)c2s1, predict the reactants needed to synthesize it. (2) Given the product Cn1ncc(C(=O)c2ccc(S(C)(=O)=O)c(C=O)c2Cl)c1O, predict the reactants needed to synthesize it. The reactants are: COC(OC)c1c(S(C)(=O)=O)ccc(C(=O)c2cnn(C)c2O)c1Cl. (3) Given the product Cc1cc(C#N)ccc1-c1cnn(-c2ccc(C(=O)N3CCCC(N4CCCCC4)C3)cn2)c1O, predict the reactants needed to synthesize it. The reactants are: C1CCN(C2CCCNC2)CC1.Cc1cc(C#N)ccc1-c1cnn(-c2ccc(C(=O)O)cn2)c1O. (4) Given the product CNCCC1CN(c2c(F)cc3c(=O)c(C(=O)O)cn(C4CC4)c3c2F)CCO1, predict the reactants needed to synthesize it. The reactants are: CNCCC1CNCCO1.O=C(O)c1cn(C2CC2)c2c(F)c(F)c(F)cc2c1=O. (5) Given the product CC(=O)N1CCN(Cc2ccc(-c3cc(C)ccc3Cl)cc2)C[C@@H]1Cc1ccccc1, predict the reactants needed to synthesize it. The reactants are: CC(=O)Cl.Cc1ccc(Cl)c(-c2ccc(CN3CCN[C@@H](Cc4ccccc4)C3)cc2)c1. (6) Given the product Cc1cc(C)c(Oc2nc(Nc3ccc(C#N)cc3)nc3[nH]ccc23)c(C)c1, predict the reactants needed to synthesize it. The reactants are: Cc1cc(C)c(Oc2nc(Nc3ccc(C#N)cc3)nc3c2ccn3Cc2ccccc2)c(C)c1.